This data is from Forward reaction prediction with 1.9M reactions from USPTO patents (1976-2016). The task is: Predict the product of the given reaction. (1) The product is: [F:1][C:2]1[CH:3]=[C:4]2[C:8](=[CH:9][CH:10]=1)[C@H:7]([C:11]([OH:13])=[O:12])[CH2:6][CH2:5]2. Given the reactants [F:1][C:2]1[CH:3]=[C:4]2[C:8](=[CH:9][CH:10]=1)[CH:7]([C:11]([OH:13])=[O:12])[CH2:6][CH2:5]2.COC1C=C2[C@@]34[C@@H]5C[C@H]6C(CN5CC3)=CCO[C@H]3CC(=O)N([C@H]4[C@@H]63)C2=CC=1OC.Cl, predict the reaction product. (2) Given the reactants [C:1](Cl)(=O)[CH3:2].[N+:5]([C:8]1[C:9]([C:13]([OH:15])=[O:14])=[N:10][NH:11][CH:12]=1)([O-:7])=[O:6], predict the reaction product. The product is: [N+:5]([C:8]1[C:9]([C:13]([O:15][CH2:1][CH3:2])=[O:14])=[N:10][NH:11][CH:12]=1)([O-:7])=[O:6]. (3) Given the reactants Br[CH2:2][C:3]1[CH:8]=[C:7]([C:9]([F:12])([F:11])[F:10])[CH:6]=[C:5]([Cl:13])[CH:4]=1.[OH:14][CH2:15][C:16]1([C:29]2[CH:34]=[CH:33][CH:32]=[CH:31][CH:30]=2)[CH2:21][CH2:20][N:19]([C:22]([O:24][C:25]([CH3:28])([CH3:27])[CH3:26])=[O:23])[CH2:18][CH2:17]1.[H-].[Na+], predict the reaction product. The product is: [Cl:13][C:5]1[CH:4]=[C:3]([CH:8]=[C:7]([C:9]([F:12])([F:11])[F:10])[CH:6]=1)[CH2:2][O:14][CH2:15][C:16]1([C:29]2[CH:30]=[CH:31][CH:32]=[CH:33][CH:34]=2)[CH2:21][CH2:20][N:19]([C:22]([O:24][C:25]([CH3:27])([CH3:28])[CH3:26])=[O:23])[CH2:18][CH2:17]1. (4) The product is: [CH2:35]([C:34]1[N:38]=[C:19]([C:16]2[N:17]=[N:18][C:13]([N:10]3[CH2:9][CH2:8][N:7]([C:5]([C:4]4[CH:22]=[CH:23][CH:24]=[CH:25][C:3]=4[C:2]([F:27])([F:26])[F:1])=[O:6])[CH2:12][CH2:11]3)=[CH:14][CH:15]=2)[O:20][N:33]=1)[CH2:36][CH3:37]. Given the reactants [F:1][C:2]([F:27])([F:26])[C:3]1[CH:25]=[CH:24][CH:23]=[CH:22][C:4]=1[C:5]([N:7]1[CH2:12][CH2:11][N:10]([C:13]2[N:18]=[N:17][C:16]([C:19](O)=[O:20])=[CH:15][CH:14]=2)[CH2:9][CH2:8]1)=[O:6].S(Cl)(Cl)=O.O[NH:33][C:34](=[NH:38])[CH2:35][CH2:36][CH3:37].C(N(CC)CC)C, predict the reaction product. (5) Given the reactants [C:1]([Si:5]([CH3:24])([CH3:23])[O:6][CH2:7][CH2:8][O:9][C:10]1[C:14]([CH3:15])=[C:13]([NH2:16])[N:12]([C:17]2[CH:22]=[CH:21][CH:20]=[CH:19][CH:18]=2)[N:11]=1)([CH3:4])([CH3:3])[CH3:2].C1(C2C=CC([CH2:34][O:35]C)=CC=2CN)CC1.[CH3:39][O:40][CH2:41][C:42]1[CH:43]=[CH:44][C:45]([O:50][C:51]([F:54])([F:53])[F:52])=[C:46]([CH2:48][NH2:49])[CH:47]=1, predict the reaction product. The product is: [Si:5]([O:6][CH2:7][CH2:8][O:9][C:10]1[C:14]([CH3:15])=[C:13]([NH:16][C:34]([NH:49][CH2:48][C:46]2[CH:47]=[C:42]([CH2:41][O:40][CH3:39])[CH:43]=[CH:44][C:45]=2[O:50][C:51]([F:52])([F:53])[F:54])=[O:35])[N:12]([C:17]2[CH:22]=[CH:21][CH:20]=[CH:19][CH:18]=2)[N:11]=1)([C:1]([CH3:2])([CH3:4])[CH3:3])([CH3:24])[CH3:23]. (6) Given the reactants [Cl:1][C:2]1[C:3]([C:31](=[O:41])[N:32]([CH2:37][CH2:38][CH2:39][CH3:40])[CH2:33][CH2:34][CH2:35][CH3:36])=[N:4][N:5]([C:8]2[CH:18]=[CH:17][C:11]([C:12]([O:14][CH2:15][CH3:16])=[O:13])=[CH:10][C:9]=2[C:19]([N:21]2[CH2:30][CH2:29][C:28]3[C:23](=[CH:24][CH:25]=[CH:26][CH:27]=3)[CH2:22]2)=[O:20])[C:6]=1C.C(N(CCCC)C(C1C(Cl)=CNN=1)=O)CCC.FC1C=CC(C(OCC)=O)=CC=1C(N1CCC2C(=CC=CC=2)C1)=O, predict the reaction product. The product is: [Cl:1][C:2]1[C:3]([C:31](=[O:41])[N:32]([CH2:33][CH2:34][CH2:35][CH3:36])[CH2:37][CH2:38][CH2:39][CH3:40])=[N:4][N:5]([C:8]2[CH:18]=[CH:17][C:11]([C:12]([O:14][CH2:15][CH3:16])=[O:13])=[CH:10][C:9]=2[C:19]([N:21]2[CH2:30][CH2:29][C:28]3[C:23](=[CH:24][CH:25]=[CH:26][CH:27]=3)[CH2:22]2)=[O:20])[CH:6]=1. (7) Given the reactants Cl.[NH:2]1[C@H:6]([C:7]([O:9][CH2:10][C:11]2[CH:16]=[CH:15][CH:14]=[CH:13][CH:12]=2)=[O:8])[CH2:5][C@@H:4]2[CH2:17][CH2:18][CH2:19][C@H:3]12.[CH3:20][O:21][C:22]([NH:24][C@@H:25]([C@@H:29]([CH3:32])[CH2:30][CH3:31])[C:26](O)=[O:27])=[O:23].CN(C(ON1N=NC2C=CC=NC1=2)=[N+](C)C)C.F[P-](F)(F)(F)(F)F.CCN(C(C)C)C(C)C, predict the reaction product. The product is: [CH3:20][O:21][C:22]([NH:24][C@@H:25]([C@@H:29]([CH3:32])[CH2:30][CH3:31])[C:26]([N:2]1[C@H:6]([C:7]([O:9][CH2:10][C:11]2[CH:16]=[CH:15][CH:14]=[CH:13][CH:12]=2)=[O:8])[CH2:5][C@@H:4]2[CH2:17][CH2:18][CH2:19][C@H:3]12)=[O:27])=[O:23]. (8) Given the reactants [C:1]([O:4][C:5]1[CH:10]=[CH:9][C:8]([CH:11]2[CH:20](O)[C:19]3[C:14](=[CH:15][C:16]([O:22][C:23](=[O:25])[CH3:24])=[CH:17][CH:18]=3)[O:13][CH:12]2[C:26]2[CH:31]=[CH:30][N:29]=[CH:28][CH:27]=2)=[CH:7][CH:6]=1)(=[O:3])[CH3:2].O=P12OP3(OP(OP(O3)(O1)=O)(=O)O2)=O, predict the reaction product. The product is: [C:1]([O:4][C:5]1[CH:6]=[CH:7][C:8]([C:11]2[CH:12]([C:26]3[CH:31]=[CH:30][N:29]=[CH:28][CH:27]=3)[O:13][C:14]3[C:19]([CH:20]=2)=[CH:18][CH:17]=[C:16]([O:22][C:23](=[O:25])[CH3:24])[CH:15]=3)=[CH:9][CH:10]=1)(=[O:3])[CH3:2]. (9) Given the reactants [H-].[Na+].[C:3]([N:6]1[CH2:11][CH2:10][N:9]([C:12]2[CH:17]=[CH:16][C:15]([NH:18][C:19](=O)C)=[C:14]([CH2:22][O:23][CH3:24])[CH:13]=2)[CH2:8][CH2:7]1)(=[O:5])[CH3:4].ClC1[N:31]=[C:30]([C:32]2[N:36]3[CH:37]=[CH:38][CH:39]=[CH:40][C:35]3=[N:34][CH:33]=2)[C:29]([Cl:41])=[CH:28][N:27]=1, predict the reaction product. The product is: [Cl:41][C:29]1[C:30]([C:32]2[N:36]3[CH:37]=[CH:38][CH:39]=[CH:40][C:35]3=[N:34][CH:33]=2)=[N:31][C:19]([NH:18][C:15]2[CH:16]=[CH:17][C:12]([N:9]3[CH2:10][CH2:11][N:6]([C:3](=[O:5])[CH3:4])[CH2:7][CH2:8]3)=[CH:13][C:14]=2[CH2:22][O:23][CH3:24])=[N:27][CH:28]=1.